From a dataset of Catalyst prediction with 721,799 reactions and 888 catalyst types from USPTO. Predict which catalyst facilitates the given reaction. (1) Reactant: [Br:1][C:2]1[CH:10]=[C:9]2[C:5]([CH:6]=[N:7][NH:8]2)=[CH:4][CH:3]=1.[I:11]I.[OH-].[K+]. Product: [Br:1][C:2]1[CH:10]=[C:9]2[C:5]([C:6]([I:11])=[N:7][NH:8]2)=[CH:4][CH:3]=1. The catalyst class is: 9. (2) The catalyst class is: 2. Product: [Cl:31][C:25]1[CH:24]=[C:23]([C:20]2[CH:21]=[CH:22][N:18]([CH2:17][C@@H:16]([NH:15][C:12]([C:9]3[CH:10]=[CH:11][N:7]([C:5]4[CH:4]=[N:3][N:2]([CH3:1])[CH:6]=4)[N:8]=3)=[O:14])[CH3:32])[N:19]=2)[CH:30]=[CH:29][C:26]=1[C:27]#[N:28]. Reactant: [CH3:1][N:2]1[CH:6]=[C:5]([N:7]2[CH:11]=[CH:10][C:9]([C:12]([OH:14])=O)=[N:8]2)[CH:4]=[N:3]1.[NH2:15][C@@H:16]([CH3:32])[CH2:17][N:18]1[CH:22]=[CH:21][C:20]([C:23]2[CH:30]=[CH:29][C:26]([C:27]#[N:28])=[C:25]([Cl:31])[CH:24]=2)=[N:19]1.CN(C=O)C. (3) Reactant: [C:1]([O:5][C:6]([N:8]1[CH2:13][CH2:12][CH:11]([C:14]2[CH:19]=[CH:18][C:17]([O:20][CH2:21][CH2:22][CH2:23][O:24][CH2:25][C:26]3[CH:31]=[CH:30][CH:29]=[CH:28][C:27]=3[F:32])=[CH:16][CH:15]=2)[CH:10]([NH2:33])[CH2:9]1)=[O:7])([CH3:4])([CH3:3])[CH3:2].[CH:34]1[C:43]2[C:38](=[CH:39][CH:40]=[CH:41][CH:42]=2)[CH:37]=[CH:36][C:35]=1[S:44](Cl)(=[O:46])=[O:45]. Product: [C:1]([O:5][C:6]([N:8]1[CH2:13][CH2:12][CH:11]([C:14]2[CH:19]=[CH:18][C:17]([O:20][CH2:21][CH2:22][CH2:23][O:24][CH2:25][C:26]3[CH:31]=[CH:30][CH:29]=[CH:28][C:27]=3[F:32])=[CH:16][CH:15]=2)[CH:10]([NH:33][S:44]([C:35]2[CH:36]=[CH:37][C:38]3[C:43](=[CH:42][CH:41]=[CH:40][CH:39]=3)[CH:34]=2)(=[O:46])=[O:45])[CH2:9]1)=[O:7])([CH3:4])([CH3:2])[CH3:3]. The catalyst class is: 17. (4) Reactant: [NH2:1][CH2:2][Si:3]([CH3:6])([CH3:5])[CH3:4].[Cl:7][C:8]1[C:9]([F:16])=[C:10]([CH:13]=[CH:14][CH:15]=1)[CH:11]=O.O. Product: [Cl:7][C:8]1[C:9]([F:16])=[C:10](/[CH:11]=[N:1]/[CH2:2][Si:3]([CH3:6])([CH3:5])[CH3:4])[CH:13]=[CH:14][CH:15]=1. The catalyst class is: 4.